This data is from TCR-epitope binding with 47,182 pairs between 192 epitopes and 23,139 TCRs. The task is: Binary Classification. Given a T-cell receptor sequence (or CDR3 region) and an epitope sequence, predict whether binding occurs between them. The epitope is RISNCVADY. Result: 0 (the TCR does not bind to the epitope). The TCR CDR3 sequence is CASTDTGYYGYTF.